Dataset: Forward reaction prediction with 1.9M reactions from USPTO patents (1976-2016). Task: Predict the product of the given reaction. (1) The product is: [Cl:1][C:2]1[CH:7]=[CH:6][C:5]([C:8](=[N:13][NH:12][C:14]([O:16][CH2:17][CH3:18])=[O:15])[CH2:9][OH:10])=[CH:4][CH:3]=1. Given the reactants [Cl:1][C:2]1[CH:7]=[CH:6][C:5]([C:8](=O)[CH2:9][OH:10])=[CH:4][CH:3]=1.[NH:12]([C:14]([O:16][CH2:17][CH3:18])=[O:15])[NH2:13], predict the reaction product. (2) Given the reactants C1C2C(=C(N3CCC(C(O)=O)CC3)C=CC=2)C=CN=1.BrC1C=CC=C2C=1C=CN=C2.C1(C)C=CC(S([N:40]2[CH2:44][CH2:43][C:42]([NH:45][C:46]([CH:48]3[CH2:53][CH2:52][N:51]([C:54]4[CH:63]=[CH:62][CH:61]=[C:60]5[C:55]=4[CH:56]=[CH:57][N:58]=[CH:59]5)[CH2:50][CH2:49]3)=[O:47])=[N:41]2)(=O)=O)=CC=1.C1(C)C=CC(S(N2CCC(N)=N2)(=O)=O)=CC=1, predict the reaction product. The product is: [NH:40]1[CH2:44][CH2:43][C:42]([NH:45][C:46]([CH:48]2[CH2:49][CH2:50][N:51]([C:54]3[CH:63]=[CH:62][CH:61]=[C:60]4[C:55]=3[CH:56]=[CH:57][N:58]=[CH:59]4)[CH2:52][CH2:53]2)=[O:47])=[N:41]1. (3) Given the reactants [I-:1].[Na+].Br[C:4]1[C:5]([Cl:22])=[CH:6][C:7]([C:10]([N:12]2[C:20]3[C:15](=[CH:16][C:17]([F:21])=[CH:18][CH:19]=3)[CH2:14][CH2:13]2)=[O:11])=[N:8][CH:9]=1, predict the reaction product. The product is: [Cl:22][C:5]1[C:4]([I:1])=[CH:9][N:8]=[C:7]([C:10]([N:12]2[C:20]3[C:15](=[CH:16][C:17]([F:21])=[CH:18][CH:19]=3)[CH2:14][CH2:13]2)=[O:11])[CH:6]=1. (4) Given the reactants [CH3:1][O:2][C:3]([C:5]1([S:11]([C:14]2[CH:19]=[CH:18][C:17]([O:20][CH2:21][C:22]#[C:23][CH3:24])=[CH:16][CH:15]=2)(=[O:13])=[O:12])[CH2:10][CH2:9][NH:8][CH2:7][CH2:6]1)=[O:4].C(N(CC)CC)C.[C:32](Cl)(=[O:34])[CH3:33].CN(C1C=CC=CN=1)C, predict the reaction product. The product is: [CH3:1][O:2][C:3]([C:5]1([S:11]([C:14]2[CH:15]=[CH:16][C:17]([O:20][CH2:21][C:22]#[C:23][CH3:24])=[CH:18][CH:19]=2)(=[O:13])=[O:12])[CH2:10][CH2:9][N:8]([C:32](=[O:34])[CH3:33])[CH2:7][CH2:6]1)=[O:4]. (5) Given the reactants [NH:1]1[C:5]2=[CH:6][N:7]=[CH:8][CH:9]=[C:4]2[CH:3]=[CH:2]1.[H-].[Na+].[CH3:12]I.O, predict the reaction product. The product is: [CH3:12][N:1]1[C:5]2=[CH:6][N:7]=[CH:8][CH:9]=[C:4]2[CH:3]=[CH:2]1. (6) Given the reactants [P:1]([O:8][CH2:9][CH3:10])([O:5][CH2:6][CH3:7])[O:2]CC.[CH2:11]([C:13]1[CH:28]=[CH:27][C:16]([CH2:17][C:18]2[CH:19]=[CH:20][C:21]([F:26])=[C:22]([CH:25]=2)[CH2:23]Cl)=[CH:15][CH:14]=1)[CH3:12], predict the reaction product. The product is: [CH2:9]([O:8][P:1]([CH2:23][C:22]1[CH:25]=[C:18]([CH2:17][C:16]2[CH:15]=[CH:14][C:13]([CH2:11][CH3:12])=[CH:28][CH:27]=2)[CH:19]=[CH:20][C:21]=1[F:26])(=[O:2])[O:5][CH2:6][CH3:7])[CH3:10]. (7) Given the reactants Cl.Cl.[CH:3]1([N:6]2[CH2:11][CH2:10][NH:9][CH2:8][CH2:7]2)[CH2:5][CH2:4]1.[OH-].[Na+].C([O-])([O-])=O.[Na+].[Na+].[N:20]1([CH2:26][C:27]2[CH:35]=[CH:34][C:30]([C:31](Cl)=[O:32])=[CH:29][CH:28]=2)[CH2:25][CH2:24][O:23][CH2:22][CH2:21]1, predict the reaction product. The product is: [CH:3]1([N:6]2[CH2:11][CH2:10][N:9]([C:31]([C:30]3[CH:29]=[CH:28][C:27]([CH2:26][N:20]4[CH2:21][CH2:22][O:23][CH2:24][CH2:25]4)=[CH:35][CH:34]=3)=[O:32])[CH2:8][CH2:7]2)[CH2:5][CH2:4]1. (8) The product is: [Br:1][C:2]1[CH:7]=[C:6]([C:8]([F:11])([F:10])[F:9])[CH:5]=[CH:4][C:3]=1[CH2:12][C:13]([O:15][CH3:21])=[O:14]. Given the reactants [Br:1][C:2]1[CH:7]=[C:6]([C:8]([F:11])([F:10])[F:9])[CH:5]=[CH:4][C:3]=1[CH2:12][C:13]([OH:15])=[O:14].OS(O)(=O)=O.[CH3:21]O, predict the reaction product. (9) The product is: [CH3:6][O:7][C:8]1[CH:13]=[CH:12][CH:11]=[CH:10][C:9]=1[C:14]1([CH3:21])[NH:18][C:17](=[O:19])[N:16]([CH2:29][C:30](=[O:31])[C:32]2[CH:37]=[CH:36][CH:35]=[CH:34][CH:33]=2)[C:15]1=[O:20]. Given the reactants CN(C=O)C.[CH3:6][O:7][C:8]1[CH:13]=[CH:12][CH:11]=[CH:10][C:9]=1[C:14]1([CH3:21])[NH:18][C:17](=[O:19])[NH:16][C:15]1=[O:20].C([O-])([O-])=O.[K+].[K+].Br[CH2:29][C:30]([C:32]1[CH:37]=[CH:36][CH:35]=[CH:34][CH:33]=1)=[O:31], predict the reaction product.